Task: Predict the reaction yield, written as a fraction of the theoretical maximum amount of product (1.0 means a 100% yield; for example, 0.34 means a 34% yield).. Dataset: Reaction yield outcomes from USPTO patents with 853,638 reactions The reactants are C(N(C(C)C)CC)(C)C.[CH:10]1([NH2:13])[CH2:12][CH2:11]1.[Br:14][C:15]1[N:16]=[C:17](Br)[C:18]2[N:19]([CH:21]=[CH:22][N:23]=2)[CH:20]=1. The catalyst is CC(O)C. The product is [Br:14][C:15]1[N:16]=[C:17]([NH:13][CH:10]2[CH2:12][CH2:11]2)[C:18]2[N:19]([CH:21]=[CH:22][N:23]=2)[CH:20]=1. The yield is 0.950.